This data is from Forward reaction prediction with 1.9M reactions from USPTO patents (1976-2016). The task is: Predict the product of the given reaction. (1) Given the reactants [Cl:1][C:2]1[C:3]([F:13])=[C:4]([CH:8](O)[CH2:9][CH2:10][CH3:11])[CH:5]=[CH:6][CH:7]=1.C1(P(C2C=CC=CC=2)C2C=CC=CC=2)C=CC=CC=1.[Br:33]C(Br)(Br)C(C(Br)(Br)Br)=O, predict the reaction product. The product is: [Br:33][CH:8]([C:4]1[CH:5]=[CH:6][CH:7]=[C:2]([Cl:1])[C:3]=1[F:13])[CH2:9][CH2:10][CH3:11]. (2) Given the reactants [Br:1][C:2]1[CH:10]=[CH:9][CH:8]=[C:7]2[C:3]=1[C:4]1([C:16]3=[CH:17][C:18]4[O:22][CH2:21][O:20][C:19]=4[CH:23]=[C:15]3[O:14][CH2:13]1)[C:5](=[O:12])[N:6]2[CH3:11], predict the reaction product. The product is: [Br:1][C:2]1[CH:10]=[CH:9][CH:8]=[C:7]2[C:3]=1[C@@:4]1([C:16]3=[CH:17][C:18]4[O:22][CH2:21][O:20][C:19]=4[CH:23]=[C:15]3[O:14][CH2:13]1)[C:5](=[O:12])[N:6]2[CH3:11]. (3) The product is: [N:1]1[CH:6]=[CH:5][CH:4]=[CH:3][C:2]=1[CH:7]1[CH2:8][CH2:9][N:10]([CH2:13][CH:14]=[O:15])[CH2:11][CH2:12]1. Given the reactants [N:1]1[CH:6]=[CH:5][CH:4]=[CH:3][C:2]=1[CH:7]1[CH2:12][CH2:11][N:10]([CH2:13][C:14](OCC)=[O:15])[CH2:9][CH2:8]1.CC(C[AlH]CC(C)C)C, predict the reaction product.